Dataset: Full USPTO retrosynthesis dataset with 1.9M reactions from patents (1976-2016). Task: Predict the reactants needed to synthesize the given product. Given the product [F:1][CH2:2][CH2:3][C:4]1[CH:9]=[CH:8][C:7]([NH:10][C:11]([NH:13][C:14]2[CH:15]=[CH:16][C:17]([O:20][C:21]3[CH:26]=[CH:25][N:24]=[C:23]4[N:27]([CH3:37])[N:28]=[CH:29][C:22]=34)=[CH:18][CH:19]=2)=[O:12])=[CH:6][C:5]=1[C:30]([F:33])([F:32])[F:31], predict the reactants needed to synthesize it. The reactants are: [F:1][CH2:2][CH2:3][C:4]1[CH:9]=[CH:8][C:7]([NH:10][C:11]([NH:13][C:14]2[CH:19]=[CH:18][C:17]([O:20][C:21]3[CH:26]=[CH:25][N:24]=[C:23]4[NH:27][N:28]=[CH:29][C:22]=34)=[CH:16][CH:15]=2)=[O:12])=[CH:6][C:5]=1[C:30]([F:33])([F:32])[F:31].[H-].[Na+].I[CH3:37].[Cl-].[NH4+].